Dataset: Reaction yield outcomes from USPTO patents with 853,638 reactions. Task: Predict the reaction yield, written as a fraction of the theoretical maximum amount of product (1.0 means a 100% yield; for example, 0.34 means a 34% yield). (1) The product is [O:1]=[C:2]1[C:10]2[C:5](=[CH:6][CH:7]=[CH:8][C:9]=2[CH2:11][CH2:12][C:13]2[C:18]([C:19]([F:20])([F:21])[F:22])=[CH:17][N:16]=[C:15]([NH:23][C:24]3[CH:25]=[CH:26][C:27]([N:30]4[CH2:31][CH2:32][N:33]([C:36]([O:38][C:39]([CH3:42])([CH3:41])[CH3:40])=[O:37])[CH2:34][CH2:35]4)=[CH:28][CH:29]=3)[N:14]=2)[CH2:4][NH:3]1. The yield is 0.560. The reactants are [O:1]=[C:2]1[C:10]2[C:5](=[CH:6][CH:7]=[CH:8][C:9]=2[C:11]#[C:12][C:13]2[C:18]([C:19]([F:22])([F:21])[F:20])=[CH:17][N:16]=[C:15]([NH:23][C:24]3[CH:29]=[CH:28][C:27]([N:30]4[CH2:35][CH2:34][N:33]([C:36]([O:38][C:39]([CH3:42])([CH3:41])[CH3:40])=[O:37])[CH2:32][CH2:31]4)=[CH:26][CH:25]=3)[N:14]=2)[CH2:4][NH:3]1.[H][H].CO. The catalyst is CN(C=O)C.[OH-].[OH-].[Pd+2].CCOC(C)=O. (2) The reactants are [NH:1]1[C:5]2[CH:6]=[CH:7][CH:8]=[CH:9][C:4]=2[N:3]=[C:2]1[CH2:10][N:11]1[C@@H:24]2[C@@H:15]([CH2:16][CH2:17][C:18]3[C:23]2=[N:22][CH:21]=[CH:20][CH:19]=3)[CH2:14][CH2:13][CH2:12]1.C(=O)([O-])[O-].[K+].[K+].Cl.Cl[CH2:33][CH2:34][CH2:35][N:36]1[CH2:41][CH2:40][CH2:39][CH2:38][CH2:37]1.[I-].[K+]. The catalyst is CN(C)C=O.O. The product is [N:36]1([CH2:35][CH2:34][CH2:33][N:1]2[C:5]3[CH:6]=[CH:7][CH:8]=[CH:9][C:4]=3[N:3]=[C:2]2[CH2:10][N:11]2[C@@H:24]3[C@@H:15]([CH2:16][CH2:17][C:18]4[C:23]3=[N:22][CH:21]=[CH:20][CH:19]=4)[CH2:14][CH2:13][CH2:12]2)[CH2:41][CH2:40][CH2:39][CH2:38][CH2:37]1. The yield is 0.630. (3) The reactants are [N:1]1[CH:2]=[C:3]([S:10]([N:13]2[C:21]3[C:16](=[N:17][CH:18]=[C:19](Br)[CH:20]=3)[CH:15]=[N:14]2)(=[O:12])=[O:11])[N:4]2[CH:9]=[CH:8][CH:7]=[CH:6][C:5]=12.[C:23]1(B(O)O)[CH:28]=[CH:27][CH:26]=[CH:25][CH:24]=1.C(=O)([O-])[O-].[K+].[K+].O1CCOCC1. The catalyst is [Pd](Cl)Cl.C1(P(C2C=CC=CC=2)[C-]2C=CC=C2)C=CC=CC=1.[C-]1(P(C2C=CC=CC=2)C2C=CC=CC=2)C=CC=C1.[Fe+2].O.ClCCl.C(O)C. The product is [N:1]1[CH:2]=[C:3]([S:10]([N:13]2[C:21]3[C:16](=[N:17][CH:18]=[C:19]([C:23]4[CH:28]=[CH:27][CH:26]=[CH:25][CH:24]=4)[CH:20]=3)[CH:15]=[N:14]2)(=[O:12])=[O:11])[N:4]2[CH:9]=[CH:8][CH:7]=[CH:6][C:5]=12. The yield is 0.680.